Task: Predict which catalyst facilitates the given reaction.. Dataset: Catalyst prediction with 721,799 reactions and 888 catalyst types from USPTO Reactant: C([O:3][C:4]([C:6]12[CH2:23][CH:22]1[CH:21]=[CH:20][CH2:19][CH2:18][CH2:17][CH2:16][N:15]([CH3:24])[C:14](=[O:25])[CH:13]1[CH:9]([CH2:10][CH:11]([O:26][C:27]3[C:36]4[C:31](=[C:32]([CH3:39])[C:33]([O:37][CH3:38])=[CH:34][CH:35]=4)[N:30]=[C:29]([C:40]4[CH:45]=[CH:44][C:43]([O:46][CH3:47])=[CH:42][CH:41]=4)[N:28]=3)[CH2:12]1)[C:8](=[O:48])[NH:7]2)=[O:5])C.BrCC(=O)C(C)C.[OH-].[Li+]. The catalyst class is: 1. Product: [CH3:38][O:37][C:33]1[C:32]([CH3:39])=[C:31]2[C:36]([C:27]([O:26][CH:11]3[CH2:10][CH:9]4[CH:13]([C:14](=[O:25])[N:15]([CH3:24])[CH2:16][CH2:17][CH2:18][CH2:19][CH:20]=[CH:21][CH:22]5[C:6]([C:4]([OH:5])=[O:3])([NH:7][C:8]4=[O:48])[CH2:23]5)[CH2:12]3)=[N:28][C:29]([C:40]3[CH:41]=[CH:42][C:43]([O:46][CH3:47])=[CH:44][CH:45]=3)=[N:30]2)=[CH:35][CH:34]=1.